Dataset: Forward reaction prediction with 1.9M reactions from USPTO patents (1976-2016). Task: Predict the product of the given reaction. (1) Given the reactants [C:1](Cl)(=O)[C:2]([Cl:4])=[O:3].[F:7][C:8]1[C:16]([CH3:17])=[CH:15]C(C(O)=O)=[CH:10][C:9]=1[CH3:18].CN(C=O)C, predict the reaction product. The product is: [F:7][C:8]1[C:16]([CH3:17])=[CH:15][C:1]([C:2]([Cl:4])=[O:3])=[CH:10][C:9]=1[CH3:18]. (2) The product is: [Cl:17][C:13]1[N:12]=[C:11]([NH:10][C@H:8]([C:5]2[CH:6]=[CH:7][C:2]([C:24]3[CH:25]=[N:26][CH:27]=[CH:28][CH:29]=3)=[CH:3][CH:4]=2)[CH3:9])[CH:16]=[N:15][CH:14]=1. Given the reactants Br[C:2]1[CH:7]=[CH:6][C:5]([C@@H:8]([NH:10][C:11]2[CH:16]=[N:15][CH:14]=[C:13]([Cl:17])[N:12]=2)[CH3:9])=[CH:4][CH:3]=1.B1([C:24]2[CH:29]=[CH:28][CH:27]=[N:26][CH:25]=2)OCCCO1.C1(C)C=CC=CC=1.C(=O)([O-])[O-].[Na+].[Na+], predict the reaction product. (3) Given the reactants C([O:11][C@@H:12]([C:16]1[CH:21]=[CH:20][CH:19]=[C:18]([O:22][CH2:23][CH:24]2[CH2:29][CH2:28][CH2:27][CH2:26][CH2:25]2)[CH:17]=1)[CH2:13][CH2:14][NH2:15])(=O)C(C1C=CC=CC=1)O.[Cl-:30].[Na+].Cl.CC(O)C, predict the reaction product. The product is: [ClH:30].[NH2:15][CH2:14][CH2:13][C@H:12]([C:16]1[CH:21]=[CH:20][CH:19]=[C:18]([O:22][CH2:23][CH:24]2[CH2:29][CH2:28][CH2:27][CH2:26][CH2:25]2)[CH:17]=1)[OH:11]. (4) Given the reactants [F:1][C:2]1[CH:3]=[C:4]([S:9]([N:12]([CH2:22][C:23]2[CH:32]=[CH:31][C:26]([C:27]([O:29]C)=[O:28])=[CH:25][CH:24]=2)[C@H:13]([C:16]2[CH:21]=[CH:20][CH:19]=[CH:18][CH:17]=2)[CH2:14][CH3:15])(=[O:11])=[O:10])[CH:5]=[CH:6][C:7]=1[F:8].O.[OH-].[Li+], predict the reaction product. The product is: [F:1][C:2]1[CH:3]=[C:4]([S:9]([N:12]([CH2:22][C:23]2[CH:24]=[CH:25][C:26]([C:27]([OH:29])=[O:28])=[CH:31][CH:32]=2)[C@H:13]([C:16]2[CH:21]=[CH:20][CH:19]=[CH:18][CH:17]=2)[CH2:14][CH3:15])(=[O:11])=[O:10])[CH:5]=[CH:6][C:7]=1[F:8]. (5) Given the reactants N1C=CC=[CH:3][C:2]=1[CH2:7][S@@:8]([C:10]([CH3:13])([CH3:12])[CH3:11])=[O:9].N1C=CC=C[C:15]=1C[Li], predict the reaction product. The product is: [CH2:7]([S@:8]([C:10]([CH3:11])([CH3:12])[CH3:13])=[O:9])[CH:2]([CH3:3])[CH3:15]. (6) Given the reactants [F:1][C:2]1[CH:7]=[CH:6][C:5]([C:8]2[N:12]=[C:11]([NH2:13])[NH:10][N:9]=2)=[CH:4][CH:3]=1.[CH2:14]([N:16]1[C:24]2[C:19](=[CH:20][C:21]([C:25](=O)[CH2:26][C:27](OCC)=[O:28])=[CH:22][CH:23]=2)[CH:18]=[N:17]1)[CH3:15].CC1C=CC(S(O)(=O)=O)=CC=1, predict the reaction product. The product is: [CH2:14]([N:16]1[C:24]2[C:19](=[CH:20][C:21]([C:25]3[NH:13][C:11]4[N:10]([N:9]=[C:8]([C:5]5[CH:4]=[CH:3][C:2]([F:1])=[CH:7][CH:6]=5)[N:12]=4)[C:27](=[O:28])[CH:26]=3)=[CH:22][CH:23]=2)[CH:18]=[N:17]1)[CH3:15]. (7) Given the reactants [F:1][C:2]1[CH:3]=[C:4]([CH:28]=[CH:29][C:30]=1[F:31])[CH2:5][NH:6][C:7]([C:9]1[C:17]2[C:12](=[CH:13][C:14]([OH:18])=[CH:15][CH:16]=2)[N:11]([CH2:19][C:20]2[O:21][CH:22]=[CH:23][N:24]=2)[C:10]=1[CH:25]([CH3:27])[CH3:26])=[O:8].[CH2:32](I)[CH2:33][CH3:34], predict the reaction product. The product is: [F:1][C:2]1[CH:3]=[C:4]([CH:28]=[CH:29][C:30]=1[F:31])[CH2:5][NH:6][C:7]([C:9]1[C:17]2[C:12](=[CH:13][C:14]([O:18][CH2:32][CH2:33][CH3:34])=[CH:15][CH:16]=2)[N:11]([CH2:19][C:20]2[O:21][CH:22]=[CH:23][N:24]=2)[C:10]=1[CH:25]([CH3:27])[CH3:26])=[O:8].